This data is from Catalyst prediction with 721,799 reactions and 888 catalyst types from USPTO. The task is: Predict which catalyst facilitates the given reaction. Reactant: [CH3:1][O:2][C:3]1[CH:11]=[C:10]2[C:6]([C:7](=O)[C:8](=[O:12])[NH:9]2)=[CH:5][CH:4]=1.[C:14]([C:17]1[CH:22]=[CH:21][CH:20]=[CH:19][CH:18]=1)(=O)[CH3:15].[OH-].[K+].CC[OH:27]. Product: [CH3:1][O:2][C:3]1[CH:11]=[C:10]2[C:6]([C:7]([C:8]([OH:12])=[O:27])=[CH:15][C:14]([C:17]3[CH:22]=[CH:21][CH:20]=[CH:19][CH:18]=3)=[N:9]2)=[CH:5][CH:4]=1. The catalyst class is: 6.